This data is from Catalyst prediction with 721,799 reactions and 888 catalyst types from USPTO. The task is: Predict which catalyst facilitates the given reaction. (1) Reactant: [Br:1][C:2]1[CH:7]=[CH:6][CH:5]=[C:4]([N+:8]([O-])=O)[C:3]=1[O:11][CH3:12].Cl[Sn]Cl.Cl. The catalyst class is: 1. Product: [Br:1][C:2]1[C:3]([O:11][CH3:12])=[C:4]([NH2:8])[CH:5]=[CH:6][CH:7]=1. (2) Reactant: C(O[C:4](=[C:11]1[C:19]2[C:14](=[CH:15][CH:16]=[C:17]([N+:20]([O-:22])=[O:21])[CH:18]=2)[NH:13][C:12]1=[O:23])[C:5]1[CH:10]=[CH:9][CH:8]=[CH:7][CH:6]=1)C.[CH2:24]([O:26][C:27]([CH2:29][NH:30][CH2:31][CH2:32][C:33]1[CH:39]=[CH:38][C:36]([NH2:37])=[CH:35][CH:34]=1)=[O:28])[CH3:25]. Product: [CH2:24]([O:26][C:27]([CH2:29][NH:30][CH2:31][CH2:32][C:33]1[CH:39]=[CH:38][C:36]([NH:37]/[C:4](=[C:11]2\[C:12](=[O:23])[NH:13][C:14]3[C:19]\2=[CH:18][C:17]([N+:20]([O-:22])=[O:21])=[CH:16][CH:15]=3)/[C:5]2[CH:6]=[CH:7][CH:8]=[CH:9][CH:10]=2)=[CH:35][CH:34]=1)=[O:28])[CH3:25]. The catalyst class is: 3. (3) Reactant: [CH3:1][C:2]1[CH:3]=[N:4][CH:5]=[CH:6][C:7]=1[NH:8][C:9](=[O:15])[O:10][C:11]([CH3:14])([CH3:13])[CH3:12].C([Li])CCC.[F:21][C:22]1[N:29]=[CH:28][CH:27]=[CH:26][C:23]=1[CH:24]=[O:25]. Product: [F:21][C:22]1[C:23]([CH:24]([OH:25])[CH2:1][C:2]2[CH:3]=[N:4][CH:5]=[CH:6][C:7]=2[NH:8][C:9](=[O:15])[O:10][C:11]([CH3:12])([CH3:14])[CH3:13])=[CH:26][CH:27]=[CH:28][N:29]=1. The catalyst class is: 1. (4) Reactant: [C:1]([C:3]1[CH:8]=[CH:7][C:6]([N:9]2[CH2:14][CH2:13][N:12](C(OC(C)(C)C)=O)[CH2:11][CH:10]2[CH3:22])=[CH:5][C:4]=1[C:23]([F:26])([F:25])[F:24])#[N:2]. Product: [CH3:22][CH:10]1[CH2:11][NH:12][CH2:13][CH2:14][N:9]1[C:6]1[CH:7]=[CH:8][C:3]([C:1]#[N:2])=[C:4]([C:23]([F:26])([F:24])[F:25])[CH:5]=1. The catalyst class is: 55. (5) Reactant: [CH:1]1([C@@H:6]([C:10]2[CH:15]=[CH:14][C:13]([CH3:16])=[CH:12][CH:11]=2)[C:7]([OH:9])=[O:8])[CH2:5][CH2:4][CH2:3][CH2:2]1.S(=O)(=O)(O)O.[CH3:22][C:23]([CH3:25])=[CH2:24]. Product: [CH:1]1([C@@H:6]([C:10]2[CH:15]=[CH:14][C:13]([CH3:16])=[CH:12][CH:11]=2)[C:7]([O:9][C:23]([CH3:25])([CH3:24])[CH3:22])=[O:8])[CH2:5][CH2:4][CH2:3][CH2:2]1. The catalyst class is: 4. (6) Reactant: [O:1]1[C:6]2[CH:7]=[CH:8][C:9]([N:11]3[CH2:15][CH:14]([CH2:16][CH2:17][CH2:18][CH2:19][CH:20]([OH:33])[C:21]4[C:30]5[C:25](=[CH:26][CH:27]=[C:28]([O:31][CH3:32])[N:29]=5)[N:24]=[CH:23][CH:22]=4)[O:13][C:12]3=[O:34])=[CH:10][C:5]=2[O:4][CH2:3][CH2:2]1. Product: [O:1]1[C:6]2[CH:7]=[CH:8][C:9]([N:11]3[CH2:15][CH:14]([CH2:16][CH2:17][CH2:18][CH2:19][C:20]([C:21]4[C:30]5[C:25](=[CH:26][CH:27]=[C:28]([O:31][CH3:32])[N:29]=5)[N:24]=[CH:23][CH:22]=4)=[O:33])[O:13][C:12]3=[O:34])=[CH:10][C:5]=2[O:4][CH2:3][CH2:2]1. The catalyst class is: 177.